Predict the reactants needed to synthesize the given product. From a dataset of Full USPTO retrosynthesis dataset with 1.9M reactions from patents (1976-2016). (1) Given the product [Br:1][C:2]1[CH:7]=[CH:6][C:5]([S:8][C:12]2[CH:11]=[C:10]([F:9])[CH:15]=[C:14]([F:16])[CH:13]=2)=[CH:4][CH:3]=1, predict the reactants needed to synthesize it. The reactants are: [Br:1][C:2]1[CH:7]=[CH:6][C:5]([SH:8])=[CH:4][CH:3]=1.[F:9][C:10]1[CH:11]=[C:12](I)[CH:13]=[C:14]([F:16])[CH:15]=1.CC(CCC)C(=O)C(=O)C(C)(C)C.C(=O)([O-])[O-].[Cs+].[Cs+]. (2) Given the product [OH:17][CH2:2][CH:3]1[CH2:9][O:8][CH2:7][CH2:6][N:5]([C:10]([O:12][C:13]([CH3:16])([CH3:15])[CH3:14])=[O:11])[CH2:4]1, predict the reactants needed to synthesize it. The reactants are: B.[CH2:2]=[C:3]1[CH2:9][O:8][CH2:7][CH2:6][N:5]([C:10]([O:12][C:13]([CH3:16])([CH3:15])[CH3:14])=[O:11])[CH2:4]1.[OH-:17].[Na+].OO. (3) Given the product [Br:16][C:13]1[CH:14]=[CH:15][C:10]2[N:11]([C:7]([CH2:6][CH2:5][CH2:4][OH:3])=[N:8][CH:9]=2)[CH:12]=1, predict the reactants needed to synthesize it. The reactants are: C([O:3][C:4](=O)[CH2:5][CH2:6][C:7]1[N:11]2[CH:12]=[C:13]([Br:16])[CH:14]=[CH:15][C:10]2=[CH:9][N:8]=1)C.CC(C[AlH]CC(C)C)C.Cl. (4) Given the product [F:18][C:19]1[CH:24]=[C:23]([C:2]2[C:3]3[C:4]4[CH:17]=[CH:16][S:15][C:5]=4[C:6](=[O:14])[NH:7][C:8]=3[CH:9]=[CH:10][C:11]=2[O:12][CH3:13])[CH:22]=[CH:21][C:20]=1[CH:34]([NH:36][C:37](=[O:43])[O:38][C:39]([CH3:42])([CH3:41])[CH3:40])[CH3:35], predict the reactants needed to synthesize it. The reactants are: Br[C:2]1[C:3]2[C:4]3[CH:17]=[CH:16][S:15][C:5]=3[C:6](=[O:14])[NH:7][C:8]=2[CH:9]=[CH:10][C:11]=1[O:12][CH3:13].[F:18][C:19]1[CH:24]=[C:23](B2OC(C)(C)C(C)(C)O2)[CH:22]=[CH:21][C:20]=1[CH:34]([NH:36][C:37](=[O:43])[O:38][C:39]([CH3:42])([CH3:41])[CH3:40])[CH3:35]. (5) Given the product [CH3:20][O:21][CH2:22][CH2:23][O:24][CH2:25][N:8]([C:5]1[O:4][N:3]=[C:2]([CH3:1])[C:6]=1[CH3:7])[S:9]([C:12]1[S:13][C:14]([Br:17])=[CH:15][CH:16]=1)(=[O:10])=[O:11], predict the reactants needed to synthesize it. The reactants are: [CH3:1][C:2]1[C:6]([CH3:7])=[C:5]([NH:8][S:9]([C:12]2[S:13][C:14]([Br:17])=[CH:15][CH:16]=2)(=[O:11])=[O:10])[O:4][N:3]=1.[H-].[Na+].[CH3:20][O:21][CH2:22][CH2:23][O:24][CH2:25]Cl. (6) Given the product [F:11][C:12]1[CH:17]=[C:16]([F:18])[CH:15]=[CH:14][C:13]=1[C:19]1[O:23][N:22]=[C:21]([CH:24]2[CH2:29][CH2:28][CH2:27][N:26]([C:7]([C:3]3[CH:4]=[N:5][O:6][C:2]=3[CH3:1])=[O:9])[CH2:25]2)[N:20]=1, predict the reactants needed to synthesize it. The reactants are: [CH3:1][C:2]1[O:6][N:5]=[CH:4][C:3]=1[C:7]([OH:9])=O.Cl.[F:11][C:12]1[CH:17]=[C:16]([F:18])[CH:15]=[CH:14][C:13]=1[C:19]1[O:23][N:22]=[C:21]([CH:24]2[CH2:29][CH2:28][CH2:27][NH:26][CH2:25]2)[N:20]=1. (7) Given the product [N:10]1[C:11]2[C:6](=[CH:5][CH:4]=[CH:3][C:2]=2[NH:1][S:20]([C:16]2[CH:17]=[CH:18][CH:19]=[C:14]([C:13]([F:12])([F:24])[F:25])[CH:15]=2)(=[O:22])=[O:21])[CH:7]=[CH:8][CH:9]=1, predict the reactants needed to synthesize it. The reactants are: [NH2:1][C:2]1[CH:3]=[CH:4][CH:5]=[C:6]2[C:11]=1[N:10]=[CH:9][CH:8]=[CH:7]2.[F:12][C:13]([F:25])([F:24])[C:14]1[CH:15]=[C:16]([S:20](Cl)(=[O:22])=[O:21])[CH:17]=[CH:18][CH:19]=1. (8) Given the product [C:1]([C:5]1[CH:6]=[CH:7][C:8](/[CH:9]=[CH:10]/[C:11]([NH:23][CH2:22][C:21]2[CH:24]=[CH:25][C:18]([OH:17])=[C:19]([O:26][CH3:27])[CH:20]=2)=[O:13])=[CH:14][CH:15]=1)([CH3:2])([CH3:3])[CH3:4], predict the reactants needed to synthesize it. The reactants are: [C:1]([C:5]1[CH:15]=[CH:14][C:8](/[CH:9]=[CH:10]/[C:11]([OH:13])=O)=[CH:7][CH:6]=1)([CH3:4])([CH3:3])[CH3:2].Cl.[OH:17][C:18]1[CH:25]=[CH:24][C:21]([CH2:22][NH2:23])=[CH:20][C:19]=1[O:26][CH3:27].C(N(CC)CC)C.F[P-](F)(F)(F)(F)F.N1(O[P+](N(C)C)(N(C)C)N(C)C)C2C=CC=CC=2N=N1. (9) Given the product [CH2:21]([O:23][C:24]1[CH:29]=[CH:28][C:27]([O:19][CH2:18][CH2:17][CH:16]([CH:13]2[CH2:14][CH2:15][CH:10]([CH:7]3[CH2:8][CH2:9][CH:4]([CH2:1][CH2:2][CH3:3])[CH2:5][CH2:6]3)[CH2:11][CH2:12]2)[OH:20])=[C:26]([F:31])[C:25]=1[F:32])[CH3:22], predict the reactants needed to synthesize it. The reactants are: [CH2:1]([CH:4]1[CH2:9][CH2:8][CH:7]([CH:10]2[CH2:15][CH2:14][CH:13]([CH:16]([OH:20])[CH2:17][CH2:18][OH:19])[CH2:12][CH2:11]2)[CH2:6][CH2:5]1)[CH2:2][CH3:3].[CH2:21]([O:23][C:24]1[CH:29]=[CH:28][C:27](O)=[C:26]([F:31])[C:25]=1[F:32])[CH3:22].C1(P(C2C=CC=CC=2)C2C=CC=CC=2)C=CC=CC=1.C1COCC1.